This data is from Catalyst prediction with 721,799 reactions and 888 catalyst types from USPTO. The task is: Predict which catalyst facilitates the given reaction. (1) Reactant: [NH:1]1[CH:5]=[C:4]([C:6]2[CH:13]=[CH:12][C:9]([C:10]#[N:11])=[CH:8][CH:7]=2)[N:3]=[CH:2]1.C(=O)([O-])[O-:15].[K+].[K+]. Product: [NH:1]1[CH:5]=[C:4]([C:6]2[CH:7]=[CH:8][C:9]([C:10]([NH2:11])=[O:15])=[CH:12][CH:13]=2)[N:3]=[CH:2]1. The catalyst class is: 6. (2) Reactant: [C:1]([O:5][C:6]([N:8]1[CH2:13][CH2:12][CH:11]([CH2:14][S:15][C:16]2[CH:21]=[CH:20][CH:19]=[CH:18][C:17]=2[F:22])[CH2:10][CH2:9]1)=[O:7])([CH3:4])([CH3:3])[CH3:2].ClC1C=CC=C(C(OO)=[O:31])C=1.S([O-])([O-])(=O)=S.[Na+].[Na+].C(OCC)(=O)C. Product: [C:1]([O:5][C:6]([N:8]1[CH2:9][CH2:10][CH:11]([CH2:14][S:15]([C:16]2[CH:21]=[CH:20][CH:19]=[CH:18][C:17]=2[F:22])=[O:31])[CH2:12][CH2:13]1)=[O:7])([CH3:4])([CH3:2])[CH3:3]. The catalyst class is: 22. (3) Reactant: [OH:1][C:2]1[CH:11]=[C:10]([NH:12][C:13]([C:15]2[O:16][C:17]([CH:23]([CH3:25])[CH3:24])=[C:18]([CH:20]([CH3:22])[CH3:21])[CH:19]=2)=[O:14])[CH:9]=[CH:8][C:3]=1[C:4]([O:6]C)=[O:5]. Product: [OH:1][C:2]1[CH:11]=[C:10]([NH:12][C:13]([C:15]2[O:16][C:17]([CH:23]([CH3:25])[CH3:24])=[C:18]([CH:20]([CH3:21])[CH3:22])[CH:19]=2)=[O:14])[CH:9]=[CH:8][C:3]=1[C:4]([OH:6])=[O:5]. The catalyst class is: 74. (4) Reactant: [C:1]([O:5][C:6](=[O:21])[NH:7][C@:8]([CH2:19][OH:20])([CH3:18])[CH2:9][CH2:10][C:11]1[CH:16]=[CH:15][C:14]([OH:17])=[CH:13][CH:12]=1)([CH3:4])([CH3:3])[CH3:2].C(=O)([O-])[O-].[K+].[K+].[CH2:28](OS(C)(=O)=O)[CH2:29][CH2:30][CH2:31][CH2:32][CH2:33][CH3:34].Cl. Product: [C:1]([O:5][C:6](=[O:21])[NH:7][C@:8]([CH2:19][OH:20])([CH3:18])[CH2:9][CH2:10][C:11]1[CH:16]=[CH:15][C:14]([O:17][CH2:28][CH2:29][CH2:30][CH2:31][CH2:32][CH2:33][CH3:34])=[CH:13][CH:12]=1)([CH3:4])([CH3:2])[CH3:3]. The catalyst class is: 653.